This data is from Full USPTO retrosynthesis dataset with 1.9M reactions from patents (1976-2016). The task is: Predict the reactants needed to synthesize the given product. (1) Given the product [Br:14][C:15]1[CH:23]=[CH:22][C:18]([C:19]([NH:1][C:2]2[CH:9]=[C:8]([C:10]([F:11])([F:13])[F:12])[C:5]([C:6]#[N:7])=[CH:4][N:3]=2)=[O:20])=[CH:17][CH:16]=1, predict the reactants needed to synthesize it. The reactants are: [NH2:1][C:2]1[CH:9]=[C:8]([C:10]([F:13])([F:12])[F:11])[C:5]([C:6]#[N:7])=[CH:4][N:3]=1.[Br:14][C:15]1[CH:23]=[CH:22][C:18]([C:19](Cl)=[O:20])=[CH:17][CH:16]=1. (2) Given the product [CH3:1][C:2]1([CH3:24])[C:11]2[N:10]=[CH:9][CH:8]=[N:7][C:6]=2[C:5]([O:12][C:31](=[O:35])[CH:32]([CH3:34])[CH3:33])=[C:4]([C:13]2[CH:18]=[CH:17][CH:16]=[CH:15][C:14]=2[C:19]([F:22])([F:21])[F:20])[C:3]1=[O:23], predict the reactants needed to synthesize it. The reactants are: [CH3:1][C:2]1([CH3:24])[C:11]2[N:10]=[CH:9][CH:8]=[N:7][C:6]=2[C:5](=[O:12])[CH:4]([C:13]2[CH:18]=[CH:17][CH:16]=[CH:15][C:14]=2[C:19]([F:22])([F:21])[F:20])[C:3]1=[O:23].N1C=CC=CC=1.[C:31](Cl)(=[O:35])[CH:32]([CH3:34])[CH3:33]. (3) Given the product [CH3:1][O:2][CH:3]([CH2:8][CH3:9])[C:4]([O-:6])=[O:5].[Li+:12], predict the reactants needed to synthesize it. The reactants are: [CH3:1][O:2][CH:3]([CH2:8][CH3:9])[C:4]([O:6]C)=[O:5].O.[OH-].[Li+:12]. (4) Given the product [F:1][C:2]1[CH:3]=[C:4]([C@H:8]([O:15][C:16]2[CH:17]=[C:18]3[C:22](=[CH:23][CH:24]=2)[N:21]([C:25]2[CH:26]=[CH:27][C:28]([F:31])=[CH:29][CH:30]=2)[N:20]=[CH:19]3)[C@@H:9]([NH:10][C:42](=[O:43])[CH2:41][O:40][CH3:39])[CH2:11][CH:12]([CH3:14])[CH3:13])[CH:5]=[CH:6][CH:7]=1, predict the reactants needed to synthesize it. The reactants are: [F:1][C:2]1[CH:3]=[C:4]([CH:8]([O:15][C:16]2[CH:17]=[C:18]3[C:22](=[CH:23][CH:24]=2)[N:21]([C:25]2[CH:30]=[CH:29][C:28]([F:31])=[CH:27][CH:26]=2)[N:20]=[CH:19]3)[C@H:9]([CH2:11][CH:12]([CH3:14])[CH3:13])[NH2:10])[CH:5]=[CH:6][CH:7]=1.C(N(CC)CC)C.[CH3:39][O:40][CH2:41][C:42](Cl)=[O:43]. (5) Given the product [N:1]1([C:5]2[N:6]([CH2:15][C:16]3[CH:35]=[CH:34][C:19]4/[C:20](=[C:30](/[CH3:33])\[C:31]#[N:32])/[C:21]5[CH:28]=[CH:27][C:26]([F:29])=[CH:25][C:22]=5[O:23][CH2:24][C:18]=4[CH:17]=3)[C:7]3[CH:13]=[CH:12][CH:11]=[CH:10][C:8]=3[N:9]=2)[CH2:4][CH2:3][CH2:2]1, predict the reactants needed to synthesize it. The reactants are: [N:1]1([C:5]2[NH:9][C:8]3[CH:10]=[CH:11][CH:12]=[CH:13][C:7]=3[N:6]=2)[CH2:4][CH2:3][CH2:2]1.Br[CH2:15][C:16]1[CH:35]=[CH:34][C:19]2/[C:20](=[C:30](/[CH3:33])\[C:31]#[N:32])/[C:21]3[CH:28]=[CH:27][C:26]([F:29])=[CH:25][C:22]=3[O:23][CH2:24][C:18]=2[CH:17]=1.